From a dataset of Catalyst prediction with 721,799 reactions and 888 catalyst types from USPTO. Predict which catalyst facilitates the given reaction. Reactant: [Br:1][C:2]1[CH:3]=[C:4]([CH:7]=O)[S:5][CH:6]=1.[CH3:9][NH:10][CH3:11].[BH-](OC(C)=O)(OC(C)=O)OC(C)=O.[Na+].CC(O)=O. Product: [Br:1][C:2]1[CH:3]=[C:4]([CH2:7][N:10]([CH3:11])[CH3:9])[S:5][CH:6]=1. The catalyst class is: 26.